From a dataset of Catalyst prediction with 721,799 reactions and 888 catalyst types from USPTO. Predict which catalyst facilitates the given reaction. (1) Reactant: [Br:1][C:2]1[CH:3]=[CH:4][C:5]([C:8](O)([OH:12])[CH:9]([F:11])[F:10])=[N:6][CH:7]=1.[BH4-].[Na+].O. Product: [Br:1][C:2]1[CH:3]=[CH:4][C:5]([CH:8]([OH:12])[CH:9]([F:10])[F:11])=[N:6][CH:7]=1. The catalyst class is: 5. (2) Reactant: [C:1]([O:6][CH3:7])(=[O:5])[CH:2]([CH3:4])[CH3:3].C([N-]C(C)C)(C)C.[Li+].CCCCCCC.C1COCC1.C(C1C=CC=CC=1)C.[CH3:36][Bi:37](Br)[CH3:38]. Product: [CH3:36][Bi:37]([CH3:38])[C:2]([CH3:4])([CH3:3])[C:1]([O:6][CH3:7])=[O:5]. The catalyst class is: 1.